This data is from Full USPTO retrosynthesis dataset with 1.9M reactions from patents (1976-2016). The task is: Predict the reactants needed to synthesize the given product. (1) The reactants are: [C:1]([C:4]1[CH:5]=[N:6][CH:7]=[CH:8][C:9]=1[CH2:10][CH:11]1[CH2:20][CH2:19][C:18]2[C:13](=[CH:14][CH:15]=[C:16]([O:21][CH3:22])[CH:17]=2)[C:12]1=[O:23])(=[O:3])[CH3:2].[Cl:24][C:25]1[CH:32]=[CH:31][C:28]([CH2:29][Br:30])=[CH:27][CH:26]=1. Given the product [Br-:30].[C:1]([C:4]1[CH:5]=[N+:6]([CH2:29][C:28]2[CH:31]=[CH:32][C:25]([Cl:24])=[CH:26][CH:27]=2)[CH:7]=[CH:8][C:9]=1[CH2:10][CH:11]1[CH2:20][CH2:19][C:18]2[C:13](=[CH:14][CH:15]=[C:16]([O:21][CH3:22])[CH:17]=2)[C:12]1=[O:23])(=[O:3])[CH3:2], predict the reactants needed to synthesize it. (2) Given the product [NH2:18][C:19](=[O:62])[C:20]([CH3:60])([CH3:61])[CH2:21][NH:22][C:23]([C@H:25]([CH:57]([CH3:58])[CH3:59])[CH2:26][C@@H:27]1[O:31][CH2:30][N:29]([C:32]([O:34][CH2:35][O:8][C:7]([C:6]2[N:2]([CH3:1])[CH:3]=[N:4][CH:5]=2)=[O:9])=[O:33])[C@H:28]1[CH2:37][C@H:38]([CH2:42][C:43]1[CH:48]=[CH:47][C:46]([O:49][CH3:50])=[C:45]([O:51][CH2:52][CH2:53][CH2:54][O:55][CH3:56])[CH:44]=1)[CH:39]([CH3:40])[CH3:41])=[O:24], predict the reactants needed to synthesize it. The reactants are: [CH3:1][N:2]1[C:6]([C:7]([OH:9])=[O:8])=[CH:5][N:4]=[CH:3]1.[I-].[Cs+].C(=O)([O-])[O-].[Cs+].[Cs+].[NH2:18][C:19](=[O:62])[C:20]([CH3:61])([CH3:60])[CH2:21][NH:22][C:23]([C@H:25]([CH:57]([CH3:59])[CH3:58])[CH2:26][C@@H:27]1[O:31][CH2:30][N:29]([C:32]([O:34][CH2:35]Cl)=[O:33])[C@H:28]1[CH2:37][C@H:38]([CH2:42][C:43]1[CH:48]=[CH:47][C:46]([O:49][CH3:50])=[C:45]([O:51][CH2:52][CH2:53][CH2:54][O:55][CH3:56])[CH:44]=1)[CH:39]([CH3:41])[CH3:40])=[O:24].